This data is from Peptide-MHC class II binding affinity with 134,281 pairs from IEDB. The task is: Regression. Given a peptide amino acid sequence and an MHC pseudo amino acid sequence, predict their binding affinity value. This is MHC class II binding data. (1) The binding affinity (normalized) is 0.690. The MHC is DRB1_0401 with pseudo-sequence DRB1_0401. The peptide sequence is TLELLYADTVAFCFR. (2) The peptide sequence is AGGLLEQAAAVEEAS. The MHC is HLA-DQA10501-DQB10301 with pseudo-sequence HLA-DQA10501-DQB10301. The binding affinity (normalized) is 0.423. (3) The peptide sequence is VIYGTASFFFLYGALLLAEG. The MHC is DRB1_1501 with pseudo-sequence DRB1_1501. The binding affinity (normalized) is 0. (4) The peptide sequence is PEQPFPQQPQQPY. The MHC is HLA-DQA10501-DQB10201 with pseudo-sequence HLA-DQA10501-DQB10201. The binding affinity (normalized) is 0.